This data is from Full USPTO retrosynthesis dataset with 1.9M reactions from patents (1976-2016). The task is: Predict the reactants needed to synthesize the given product. (1) Given the product [Cl:1][C:2]1[CH:3]=[C:4]2[C:10]([C:11]3[N:16]=[C:15]([NH:17][C@H:18]4[CH2:23][CH2:22][CH2:21][CH2:20][C@@H:19]4[NH:24][C:46](=[O:47])[O:48][CH3:49])[C:14]([F:25])=[CH:13][N:12]=3)=[CH:9][N:8]([S:26]([C:29]3[CH:30]=[CH:31][C:32]([CH3:33])=[CH:34][CH:35]=3)(=[O:28])=[O:27])[C:5]2=[N:6][CH:7]=1, predict the reactants needed to synthesize it. The reactants are: [Cl:1][C:2]1[CH:3]=[C:4]2[C:10]([C:11]3[N:16]=[C:15]([NH:17][C@H:18]4[CH2:23][CH2:22][CH2:21][CH2:20][C@@H:19]4[NH2:24])[C:14]([F:25])=[CH:13][N:12]=3)=[CH:9][N:8]([S:26]([C:29]3[CH:35]=[CH:34][C:32]([CH3:33])=[CH:31][CH:30]=3)(=[O:28])=[O:27])[C:5]2=[N:6][CH:7]=1.CCN(C(C)C)C(C)C.Cl[C:46]([O:48][CH3:49])=[O:47]. (2) Given the product [Cl:1][C:2]1[CH:7]=[C:6]([O:8][CH3:9])[CH:5]=[CH:4][C:3]=1[CH:10]([CH3:25])[C:11]([C:17]1[CH:22]=[CH:21][C:20](=[O:23])[NH:19][CH:18]=1)([OH:16])[C:12]([F:14])([F:15])[F:13], predict the reactants needed to synthesize it. The reactants are: [Cl:1][C:2]1[CH:7]=[C:6]([O:8][CH3:9])[CH:5]=[CH:4][C:3]=1[CH:10]([CH3:25])[C:11]([C:17]1[CH:18]=[N:19][C:20]([O:23]C)=[CH:21][CH:22]=1)([OH:16])[C:12]([F:15])([F:14])[F:13].Cl.CCOC(C)=O.O. (3) Given the product [F:9][C:10]([C:11]1[CH:16]=[CH:15][C:14]([N:17]2[CH:21]=[C:20]([CH3:22])[N:19]=[CH:18]2)=[C:13]([O:23][CH3:24])[CH:12]=1)=[C:34]([CH3:36])[C:33]([O:38][CH3:39])=[O:37], predict the reactants needed to synthesize it. The reactants are: C([N-]C(C)C)(C)C.[Li+].[F:9][CH:10](P(=O)(OCC)OCC)[C:11]1[CH:16]=[CH:15][C:14]([N:17]2[CH:21]=[C:20]([CH3:22])[N:19]=[CH:18]2)=[C:13]([O:23][CH3:24])[CH:12]=1.[C:33]([O:38][CH3:39])(=[O:37])[C:34]([CH3:36])=O.O.C(=O)(O)[O-].[Na+].